The task is: Binary Classification. Given a miRNA mature sequence and a target amino acid sequence, predict their likelihood of interaction.. This data is from Experimentally validated miRNA-target interactions with 360,000+ pairs, plus equal number of negative samples. (1) The protein sequence of the target gene is MELSEPIVENGETEMSPEESWEHKEEISEAEPGGGSLGDGRPPEESAHEMMEEEEEIPKPKSVVAPPGAPKKEHVNVVFIGHVDAGKSTIGGQIMYLTGMVDKRTLEKYEREAKEKNRETWYLSWALDTNQEERDKGKTVEVGRAYFETEKKHFTILDAPGHKSFVPNMIGGASQADLAVLVISARKGEFETGFEKGGQTREHAMLAKTAGVKHLIVLINKMDDPTVNWSNERYEECKEKLVPFLKKVGFNPKKDIHFMPCSGLTGANLKEQSDFCPWYIGLPFIPYLDNLPNFNRSVDG.... The miRNA is mmu-miR-1192 with sequence AAACAAACAAACAGACCAAAUU. Result: 0 (no interaction). (2) The miRNA is mmu-miR-216b-5p with sequence AAAUCUCUGCAGGCAAAUGUGA. The protein sequence of the target gene is MDRKVAREFRHKVDFLIENDAEKDYLYDVLRMYHQTMDVAVLVGDLKLVINEPSRLPLFDAIRPLIPLKHQVEYDQLTPRRSRKLKEVRLDRLHPEGLGLSVRGGLEFGCGLFISHLIKGGQADSVGLQVGDEIVRINGYSISSCTHEEVINLIRTKKTVSIKVRHIGLIPVKSSPDEPLTWQYVDQFVSESGGVRGSLGSPGNRENKEKKVFISLVGSRGLGCSISSGPIQKPGIFISHVKPGSLSAEVGLEIGDQIVEVNGVDFSNLDHKEAVNVLKSSRSLTISIVAAAGRELFMTD.... Result: 0 (no interaction).